Task: Predict the reactants needed to synthesize the given product.. Dataset: Full USPTO retrosynthesis dataset with 1.9M reactions from patents (1976-2016) (1) Given the product [O:1]1[C:5]2[CH:6]=[CH:7][C:8]([CH2:10][CH2:11][CH2:12][OH:13])=[CH:9][C:4]=2[CH2:3][CH2:2]1, predict the reactants needed to synthesize it. The reactants are: [O:1]1[C:5]2[CH:6]=[CH:7][C:8]([CH2:10][CH2:11][C:12](O)=[O:13])=[CH:9][C:4]=2[CH2:3][CH2:2]1.O1CCCC1.B.O.Cl. (2) Given the product [NH2:21][C:19]([NH:1][C:2]1[C:3]([C:14]([NH2:16])=[O:15])=[N:4][N:5]([C:7]2[CH:8]=[CH:9][C:10]([Cl:13])=[CH:11][CH:12]=2)[CH:6]=1)=[O:20], predict the reactants needed to synthesize it. The reactants are: [NH2:1][C:2]1[C:3]([C:14]([NH2:16])=[O:15])=[N:4][N:5]([C:7]2[CH:12]=[CH:11][C:10]([Cl:13])=[CH:9][CH:8]=2)[CH:6]=1.ClC(Cl)(Cl)[C:19]([N:21]=C=O)=[O:20].N. (3) Given the product [NH2:28][C:27]1[C:19]([CH:14]2[CH2:13][CH2:12][C:11]3[CH:10]=[C:9]([OH:8])[CH:18]=[CH:17][C:16]=3[CH2:15]2)=[CH:20][C:21]2[O:25][CH2:24][O:23][C:22]=2[CH:26]=1, predict the reactants needed to synthesize it. The reactants are: C([O:8][C:9]1[CH:10]=[C:11]2[C:16](=[CH:17][CH:18]=1)[CH:15]=[C:14]([C:19]1[C:27]([N+:28]([O-])=O)=[CH:26][C:22]3[O:23][CH2:24][O:25][C:21]=3[CH:20]=1)[CH2:13][CH2:12]2)C1C=CC=CC=1. (4) Given the product [CH3:27][C:24]([O:23][C:21]([N:18]1[CH2:17][CH2:16][C:15]2[CH:28]=[CH:29][C:12]([CH2:11][N:10]3[C:6]([C:4]([OH:5])=[O:3])=[CH:7][N:8]=[CH:9]3)=[CH:13][C:14]=2[CH2:20][CH2:19]1)=[O:22])([CH3:25])[CH3:26], predict the reactants needed to synthesize it. The reactants are: C([O:3][C:4]([C:6]1[N:10]([CH2:11][C:12]2[CH:29]=[CH:28][C:15]3[CH2:16][CH2:17][N:18]([C:21]([O:23][C:24]([CH3:27])([CH3:26])[CH3:25])=[O:22])[CH2:19][CH2:20][C:14]=3[CH:13]=2)[CH:9]=[N:8][CH:7]=1)=[O:5])C.[OH-].[Na+].C(O)(=O)C. (5) Given the product [F:1][C:2]1[CH:11]=[C:10]2[C:5]([N:6]=[C:7]([CH3:18])[C:8]([C:12]3[CH:16]=[C:15]([NH:17][C:21](=[O:22])[CH2:20][C:19]([O:25][CH2:26][CH3:27])=[O:24])[NH:14][N:13]=3)=[N:9]2)=[CH:4][CH:3]=1, predict the reactants needed to synthesize it. The reactants are: [F:1][C:2]1[CH:11]=[C:10]2[C:5]([N:6]=[C:7]([CH3:18])[C:8]([C:12]3[CH:16]=[C:15]([NH2:17])[NH:14][N:13]=3)=[N:9]2)=[CH:4][CH:3]=1.[C:19]([O:25][CH2:26][CH3:27])(=[O:24])[CH2:20][C:21](O)=[O:22].Cl.C(N=C=NCCCN(C)C)C.